Dataset: Full USPTO retrosynthesis dataset with 1.9M reactions from patents (1976-2016). Task: Predict the reactants needed to synthesize the given product. Given the product [Br:1][C:2]1[C:3]([F:10])=[C:4]([C:5]([O:8][CH3:9])=[CH:6][CH:7]=1)[CH:21]=[O:22], predict the reactants needed to synthesize it. The reactants are: [Br:1][C:2]1[CH:7]=[CH:6][C:5]([O:8][CH3:9])=[CH:4][C:3]=1[F:10].C(NC(C)C)(C)C.[Li].CN(C)[CH:21]=[O:22].C(O)(=O)C.